This data is from Reaction yield outcomes from USPTO patents with 853,638 reactions. The task is: Predict the reaction yield, written as a fraction of the theoretical maximum amount of product (1.0 means a 100% yield; for example, 0.34 means a 34% yield). (1) The reactants are [OH:1][C:2]1[CH:11]=[CH:10][C:5]2[C:6](=[O:9])[CH2:7][O:8][C:4]=2[CH:3]=1.[NH:12]1[CH2:17][CH2:16][O:15][CH2:14][CH2:13]1.[CH2:18]=O. The catalyst is C(O)C. The product is [OH:1][C:2]1[CH:11]=[CH:10][C:5]2[C:6](=[O:9])[CH2:7][O:8][C:4]=2[C:3]=1[CH2:18][N:12]1[CH2:17][CH2:16][O:15][CH2:14][CH2:13]1. The yield is 0.400. (2) The reactants are C1(C)C=CC=CC=1.Br[C:9]1[CH:13]=[CH:12][O:11][CH:10]=1.[CH:14]([C:16]1[CH:17]=[C:18](B(O)O)[CH:19]=[CH:20][CH:21]=1)=[O:15].C([O-])([O-])=O.[K+].[K+]. The catalyst is C1C=CC([P]([Pd]([P](C2C=CC=CC=2)(C2C=CC=CC=2)C2C=CC=CC=2)([P](C2C=CC=CC=2)(C2C=CC=CC=2)C2C=CC=CC=2)[P](C2C=CC=CC=2)(C2C=CC=CC=2)C2C=CC=CC=2)(C2C=CC=CC=2)C2C=CC=CC=2)=CC=1.O.CN(C=O)C. The product is [O:11]1[CH:12]=[CH:13][C:9]([C:20]2[CH:21]=[C:16]([CH:17]=[CH:18][CH:19]=2)[CH:14]=[O:15])=[CH:10]1. The yield is 0.100. (3) The reactants are [OH-].[Na+].C([O:6][CH2:7][CH2:8][O:9][C:10]1[C:11]([CH3:32])=[C:12]([C:19](=[O:31])[C:20]2[CH:25]=[CH:24][C:23]([N+:26]([O-:28])=[O:27])=[C:22]([O:29][CH3:30])[CH:21]=2)[N:13]2[C:18]=1[CH:17]=[CH:16][CH:15]=[CH:14]2)(=O)C.O.C(OCC)(=O)C. The catalyst is O1CCOCC1. The product is [OH:6][CH2:7][CH2:8][O:9][C:10]1[C:11]([CH3:32])=[C:12]([C:19]([C:20]2[CH:25]=[CH:24][C:23]([N+:26]([O-:28])=[O:27])=[C:22]([O:29][CH3:30])[CH:21]=2)=[O:31])[N:13]2[C:18]=1[CH:17]=[CH:16][CH:15]=[CH:14]2. The yield is 0.900. (4) The reactants are [N+:1]([C:4]1[CH:11]=[CH:10][CH:9]=[CH:8][C:5]=1[CH:6]=O)([O-:3])=[O:2].[C:12]([O-:15])(=[O:14])[CH3:13].[CH2:16]([PH+](CC)CC)[CH3:17].C(=O)([O-])[O-].[K+].[K+]. The catalyst is C(O)C. The product is [N+:1]([C:4]1[CH:11]=[CH:10][CH:9]=[CH:8][C:5]=1[CH2:6][CH2:13][C:12]([O:15][CH2:16][CH3:17])=[O:14])([O-:3])=[O:2]. The yield is 0.940. (5) The reactants are [NH2:1][C:2](=O)[C:3]([NH:6][C:7](=[O:13])[O:8][C:9]([CH3:12])([CH3:11])[CH3:10])([CH3:5])[CH3:4].C(N(CC)CC)C.FC(F)(F)C(OC(=O)C(F)(F)F)=O. The catalyst is C(Cl)Cl. The product is [C:2]([C:3]([NH:6][C:7](=[O:13])[O:8][C:9]([CH3:12])([CH3:11])[CH3:10])([CH3:5])[CH3:4])#[N:1]. The yield is 0.970. (6) The reactants are [C:1](Cl)(Cl)=[O:2].[NH2:5][C:6]1[CH:15]=[C:14]2[C:9]([C:10]([CH3:17])=[CH:11][C:12](=[O:16])[O:13]2)=[CH:8][CH:7]=1. The product is [N:5]([C:6]1[CH:15]=[C:14]2[C:9]([C:10]([CH3:17])=[CH:11][C:12](=[O:16])[O:13]2)=[CH:8][CH:7]=1)=[C:1]=[O:2]. The yield is 0.250. The catalyst is C1(C)C=CC=CC=1.O1CCOCC1. (7) No catalyst specified. The yield is 0.460. The reactants are [CH3:1][C:2]1([CH3:10])[CH2:7][C:6](=[O:8])[CH2:5][C:4](=[O:9])[CH2:3]1.CO[CH:13](OC)[N:14]([CH3:16])[CH3:15]. The product is [CH3:13][N:14]([CH:16]=[C:5]1[C:6](=[O:8])[CH2:7][C:2]([CH3:10])([CH3:1])[CH2:3][C:4]1=[O:9])[CH3:15]. (8) The reactants are [CH3:1][O:2][C:3]1[CH:4]=[C:5]2[C:10](=[CH:11][C:12]=1[O:13][CH3:14])[N:9]=[CH:8][N:7]=[C:6]2[O:15][C:16]1[CH:22]=[CH:21][C:19]([NH2:20])=[CH:18][CH:17]=1.C1(C)C=CC=CC=1.C(N(CC)CC)C.Cl[C:38](Cl)([O:40]C(=O)OC(Cl)(Cl)Cl)Cl.[C:49]1([CH:55]([OH:59])[CH2:56][CH2:57][CH3:58])[CH:54]=[CH:53][CH:52]=[CH:51][CH:50]=1. The catalyst is C(Cl)Cl. The product is [CH3:1][O:2][C:3]1[CH:4]=[C:5]2[C:10](=[CH:11][C:12]=1[O:13][CH3:14])[N:9]=[CH:8][N:7]=[C:6]2[O:15][C:16]1[CH:22]=[CH:21][C:19]([NH:20][C:38](=[O:40])[O:59][CH:55]([C:49]2[CH:54]=[CH:53][CH:52]=[CH:51][CH:50]=2)[CH2:56][CH2:57][CH3:58])=[CH:18][CH:17]=1. The yield is 0.290.